Dataset: Full USPTO retrosynthesis dataset with 1.9M reactions from patents (1976-2016). Task: Predict the reactants needed to synthesize the given product. Given the product [CH:27]1([CH:30]([CH:49]2[CH2:51][CH2:50]2)[C:31]#[C:32][C:33]2[CH:41]=[CH:40][C:36]([C:37]([NH:22][S:19]([C:14]3[CH:15]=[CH:16][CH:17]=[CH:18][C:13]=3[S:23](=[O:25])(=[O:24])[NH2:26])(=[O:21])=[O:20])=[O:38])=[CH:35][C:34]=2[O:42][CH2:43][CH2:44][C:45]([F:46])([F:47])[F:48])[CH2:29][CH2:28]1, predict the reactants needed to synthesize it. The reactants are: Cl.CN(C)CCCN=C=NCC.[C:13]1([S:23]([NH2:26])(=[O:25])=[O:24])[C:14]([S:19]([NH2:22])(=[O:21])=[O:20])=[CH:15][CH:16]=[CH:17][CH:18]=1.[CH:27]1([CH:30]([CH:49]2[CH2:51][CH2:50]2)[C:31]#[C:32][C:33]2[CH:41]=[CH:40][C:36]([C:37](O)=[O:38])=[CH:35][C:34]=2[O:42][CH2:43][CH2:44][C:45]([F:48])([F:47])[F:46])[CH2:29][CH2:28]1.O.